This data is from Full USPTO retrosynthesis dataset with 1.9M reactions from patents (1976-2016). The task is: Predict the reactants needed to synthesize the given product. (1) Given the product [Cl:8][C:5]1[CH:4]=[C:3]2[C:2](=[CH:7][CH:6]=1)[N:1]=[C:23]([CH:17]1[CH2:22][CH2:21][CH2:20][CH2:19][CH2:18]1)[C:24]([C:25]#[N:26])=[C:9]2[C:11]1[CH:16]=[CH:15][CH:14]=[CH:13][CH:12]=1, predict the reactants needed to synthesize it. The reactants are: [NH2:1][C:2]1[CH:7]=[CH:6][C:5]([Cl:8])=[CH:4][C:3]=1[C:9]([C:11]1[CH:16]=[CH:15][CH:14]=[CH:13][CH:12]=1)=O.[CH:17]1([C:23](=O)[CH2:24][C:25]#[N:26])[CH2:22][CH2:21][CH2:20][CH2:19][CH2:18]1. (2) Given the product [Br:16][C:17]1[C:25]2[C:20](=[N:21][CH:22]=[C:23]([C:26]3[C:35]4[C:30](=[CH:31][CH:32]=[CH:33][CH:34]=4)[CH:29]=[C:28]([NH:36][C:37]([O:38][C:39]([CH3:42])([CH3:41])[CH3:40])=[O:43])[N:27]=3)[CH:24]=2)[N:19]([C:9]([O:11][C:12]([CH3:13])([CH3:14])[CH3:15])=[O:10])[CH:18]=1, predict the reactants needed to synthesize it. The reactants are: [C:12]([O:11][C:9](O[C:9]([O:11][C:12]([CH3:15])([CH3:14])[CH3:13])=[O:10])=[O:10])([CH3:15])([CH3:14])[CH3:13].[Br:16][C:17]1[C:25]2[C:20](=[N:21][CH:22]=[C:23]([C:26]3[C:35]4[C:30](=[CH:31][CH:32]=[CH:33][CH:34]=4)[CH:29]=[C:28]([NH:36][C:37](=[O:43])[O:38][C:39]([CH3:42])([CH3:41])[CH3:40])[N:27]=3)[CH:24]=2)[NH:19][CH:18]=1. (3) Given the product [C:57]([O:56][C:54]([N:50]1[CH2:51][CH2:52][CH2:53][C@H:49]1[C:47]1[NH:48][C:44]([C:41]2[CH:42]=[CH:43][C:38]([C:7]3[CH2:12][CH2:11][CH:10]([NH:13][C:14]([C@@H:16]4[CH2:20][CH2:19][CH2:18][N:17]4[C:21]([O:23][C:24]([CH3:27])([CH3:26])[CH3:25])=[O:22])=[O:15])[CH2:9][CH:8]=3)=[CH:39][CH:40]=2)=[CH:45][N:46]=1)=[O:55])([CH3:60])([CH3:58])[CH3:59], predict the reactants needed to synthesize it. The reactants are: FC(F)(F)S(O[C:7]1[CH2:12][CH2:11][CH:10]([NH:13][C:14]([C@@H:16]2[CH2:20][CH2:19][CH2:18][N:17]2[C:21]([O:23][C:24]([CH3:27])([CH3:26])[CH3:25])=[O:22])=[O:15])[CH2:9][CH:8]=1)(=O)=O.CC1(C)C(C)(C)OB([C:38]2[CH:43]=[CH:42][C:41]([C:44]3[NH:48][C:47]([C@@H:49]4[CH2:53][CH2:52][CH2:51][N:50]4[C:54]([O:56][C:57]([CH3:60])([CH3:59])[CH3:58])=[O:55])=[N:46][CH:45]=3)=[CH:40][CH:39]=2)O1.C([O-])([O-])=O.[Na+].[Na+]. (4) Given the product [CH2:31]([O:15][C:14]([C:10]1[CH:9]=[C:8]2[C:13](=[CH:12][CH:11]=1)[N:4]([C:1](=[O:3])[CH3:2])[C@@H:5]([CH3:30])[CH2:6][C@H:7]2[NH:17][C:18]1[CH:19]=[CH:20][C:21]([N:24]2[CH2:25][CH2:26][O:27][CH2:28][CH2:29]2)=[CH:22][CH:23]=1)=[O:16])[C:32]1[CH:37]=[CH:36][CH:35]=[CH:34][CH:33]=1, predict the reactants needed to synthesize it. The reactants are: [C:1]([N:4]1[C:13]2[C:8](=[CH:9][C:10]([C:14]([OH:16])=[O:15])=[CH:11][CH:12]=2)[C@H:7]([NH:17][C:18]2[CH:23]=[CH:22][C:21]([N:24]3[CH2:29][CH2:28][O:27][CH2:26][CH2:25]3)=[CH:20][CH:19]=2)[CH2:6][C@@H:5]1[CH3:30])(=[O:3])[CH3:2].[CH2:31](O)[C:32]1[CH:37]=[CH:36][CH:35]=[CH:34][CH:33]=1. (5) Given the product [NH:13]1[CH2:14][CH2:15][CH2:16][C@@H:11]([NH:10][C:1](=[O:8])[C:2]2[CH:7]=[CH:6][CH:5]=[CH:4][CH:3]=2)[CH2:12]1, predict the reactants needed to synthesize it. The reactants are: [C:1](Cl)(=[O:8])[C:2]1[CH:7]=[CH:6][CH:5]=[CH:4][CH:3]=1.[NH2:10][C@@H:11]1[CH2:16][CH2:15][CH2:14][N:13](C(OC(C)(C)C)=O)[CH2:12]1.CCN(C(C)C)C(C)C.C(O)C(N)(CO)CO. (6) Given the product [Cl:10][C:11]1[CH:12]=[C:13]2[C:17](=[CH:18][CH:19]=1)[N:16]([S:20]([C:23]1[CH:28]=[CH:27][CH:26]=[CH:25][CH:24]=1)(=[O:21])=[O:22])[C:15]([S:29]([N:8]1[CH2:7][CH2:6][NH:5][CH:4]([CH2:2][CH3:3])[CH2:9]1)(=[O:31])=[O:30])=[CH:14]2, predict the reactants needed to synthesize it. The reactants are: Cl.[CH2:2]([CH:4]1[CH2:9][NH:8][CH2:7][CH2:6][NH:5]1)[CH3:3].[Cl:10][C:11]1[CH:12]=[C:13]2[C:17](=[CH:18][CH:19]=1)[N:16]([S:20]([C:23]1[CH:28]=[CH:27][CH:26]=[CH:25][CH:24]=1)(=[O:22])=[O:21])[C:15]([S:29](Cl)(=[O:31])=[O:30])=[CH:14]2.C(N(CC)CC)C. (7) Given the product [ClH:34].[CH2:1]([N:8]1[CH2:13][CH2:12][N:11]([C:14]2[CH:22]=[CH:21][CH:20]=[C:19]3[C:15]=2[CH:16]=[N:17][N:18]3[S:31]([C:25]2[CH:30]=[CH:29][CH:28]=[CH:27][CH:26]=2)(=[O:33])=[O:32])[CH2:10][CH2:9]1)[C:2]1[CH:3]=[CH:4][CH:5]=[CH:6][CH:7]=1, predict the reactants needed to synthesize it. The reactants are: [CH2:1]([N:8]1[CH2:13][CH2:12][N:11]([C:14]2[CH:22]=[CH:21][CH:20]=[C:19]3[C:15]=2[CH:16]=[N:17][NH:18]3)[CH2:10][CH2:9]1)[C:2]1[CH:7]=[CH:6][CH:5]=[CH:4][CH:3]=1.[H-].[Na+].[C:25]1([S:31]([Cl:34])(=[O:33])=[O:32])[CH:30]=[CH:29][CH:28]=[CH:27][CH:26]=1.C([O-])(O)=O.[Na+].